This data is from Full USPTO retrosynthesis dataset with 1.9M reactions from patents (1976-2016). The task is: Predict the reactants needed to synthesize the given product. Given the product [Br:17][C:6]1[C:5]2[C:10](=[CH:11][C:12]([O:13][CH3:14])=[C:3]([O:2][CH3:1])[CH:4]=2)[C:9]([CH3:15])=[N:8][C:7]=1[O:22][CH3:19], predict the reactants needed to synthesize it. The reactants are: [CH3:1][O:2][C:3]1[CH:4]=[C:5]2[C:10](=[CH:11][C:12]=1[O:13][CH3:14])[C:9]([CH3:15])=[N:8][C:7](O)=[CH:6]2.[Br:17]Br.[C:19]([O-:22])([O-])=O.[Cs+].[Cs+].CI.